Dataset: Catalyst prediction with 721,799 reactions and 888 catalyst types from USPTO. Task: Predict which catalyst facilitates the given reaction. (1) Reactant: C[O:2][C:3]([CH:5]1[CH2:10][CH2:9][C:8]([CH3:12])([CH3:11])[N:7]([C:13]([O:15][C:16]([CH3:19])([CH3:18])[CH3:17])=[O:14])[CH2:6]1)=[O:4].[OH-].[Li+]. Product: [C:16]([O:15][C:13]([N:7]1[C:8]([CH3:12])([CH3:11])[CH2:9][CH2:10][CH:5]([C:3]([OH:4])=[O:2])[CH2:6]1)=[O:14])([CH3:19])([CH3:17])[CH3:18]. The catalyst class is: 193. (2) Reactant: [CH3:1][O:2][C:3]([C:5]1[CH:6]=[CH:7][C:8]([C:11]([OH:13])=O)=[N:9][CH:10]=1)=[O:4].C1N=CN(C(N2C=NC=C2)=O)C=1.[Cl:26][C:27]1[CH:28]=[C:29]([CH:31]=[C:32]([Cl:37])[C:33]=1[O:34][CH2:35][CH3:36])[NH2:30].CCN(C(C)C)C(C)C. Product: [Cl:26][C:27]1[CH:28]=[C:29]([NH:30][C:11]([C:8]2[CH:7]=[CH:6][C:5]([C:3]([O:2][CH3:1])=[O:4])=[CH:10][N:9]=2)=[O:13])[CH:31]=[C:32]([Cl:37])[C:33]=1[O:34][CH2:35][CH3:36]. The catalyst class is: 3. (3) Reactant: [CH3:1][N:2]1[CH2:15][CH2:14][C:5]2[NH:6][C:7]3[CH:8]=[CH:9][C:10]([CH3:13])=[CH:11][C:12]=3[C:4]=2[CH2:3]1.Br[C:17]1[CH:18]=[CH:19][CH:20]=[C:21]2[C:26]=1[CH:25]=[N:24][CH:23]=[CH:22]2.P([O-])([O-])([O-])=O.[K+].[K+].[K+].N1CCC[C@H]1C(O)=O. Product: [CH:25]1[C:26]2[C:21](=[CH:20][CH:19]=[CH:18][C:17]=2[N:6]2[C:7]3[CH:8]=[CH:9][C:10]([CH3:13])=[CH:11][C:12]=3[C:4]3[CH2:3][N:2]([CH3:1])[CH2:15][CH2:14][C:5]2=3)[CH:22]=[CH:23][N:24]=1. The catalyst class is: 580. (4) Reactant: [CH3:1][C:2]1[NH:3][C:4]2[CH2:5][C:6]([CH3:13])([CH3:12])[CH2:7][C:8](=[O:11])[C:9]=2[CH:10]=1.[O:14]1[CH2:19][CH2:18][N:17]([S:20]([C:23]2[CH:30]=[CH:29][C:26]([CH:27]=[O:28])=[CH:25][CH:24]=2)(=[O:22])=[O:21])[CH2:16][CH2:15]1.[OH-].[Na+]. Product: [OH:28][CH:27]([C:26]1[CH:25]=[CH:24][C:23]([S:20]([N:17]2[CH2:18][CH2:19][O:14][CH2:15][CH2:16]2)(=[O:22])=[O:21])=[CH:30][CH:29]=1)[C:10]1[C:9]2[C:8](=[O:11])[CH2:7][C:6]([CH3:13])([CH3:12])[CH2:5][C:4]=2[NH:3][C:2]=1[CH3:1]. The catalyst class is: 24. (5) Reactant: [C:1]([C:4]1[CH:5]=[N:6][CH:7]=[C:8]([CH:12]=1)[C:9]([OH:11])=[O:10])(=O)[NH2:2].P(Cl)(Cl)(Cl)=O.Cl.[H][H]. Product: [NH2:2][CH2:1][C:4]1[CH:5]=[N:6][CH:7]=[C:8]([CH:12]=1)[C:9]([OH:11])=[O:10]. The catalyst class is: 29. (6) Reactant: [CH2:1]([C:3]1[CH:8]=[CH:7][C:6]([C:9]2[N:13]([CH3:14])[N:12]=[C:11]([C:15](=[N:17][NH:18][C:19]([C:21]3[CH:30]=[CH:29][C:24]([C:25]([O:27]C)=[O:26])=[CH:23][CH:22]=3)=[O:20])[CH3:16])[C:10]=2[OH:31])=[CH:5][CH:4]=1)[CH3:2].CO.[OH-].[Na+].Cl. Product: [CH2:1]([C:3]1[CH:8]=[CH:7][C:6]([C:9]2[N:13]([CH3:14])[N:12]=[C:11]([C:15](=[N:17][NH:18][C:19]([C:21]3[CH:22]=[CH:23][C:24]([C:25]([OH:27])=[O:26])=[CH:29][CH:30]=3)=[O:20])[CH3:16])[C:10]=2[OH:31])=[CH:5][CH:4]=1)[CH3:2]. The catalyst class is: 6.